Dataset: Forward reaction prediction with 1.9M reactions from USPTO patents (1976-2016). Task: Predict the product of the given reaction. Given the reactants [N+:1]([C:4]1[C:9]2[N:10]=[C:11]([NH:13][CH:14]3[CH2:19][CH2:18][NH:17][CH2:16][CH2:15]3)[O:12][C:8]=2[CH:7]=[CH:6][CH:5]=1)([O-:3])=[O:2].[CH2:20]([O:22][C:23]1[CH:24]=[C:25]([CH:28]=[C:29]([O:36][CH2:37][CH3:38])[C:30]=1[N:31]1[CH:35]=[CH:34][CH:33]=[CH:32]1)[CH:26]=O)[CH3:21].C([BH3-])#N.[Na+].C(N(C(C)C)C(C)C)C, predict the reaction product. The product is: [CH2:20]([O:22][C:23]1[CH:24]=[C:25]([CH:28]=[C:29]([O:36][CH2:37][CH3:38])[C:30]=1[N:31]1[CH:35]=[CH:34][CH:33]=[CH:32]1)[CH2:26][N:17]1[CH2:18][CH2:19][CH:14]([NH:13][C:11]2[O:12][C:8]3[CH:7]=[CH:6][CH:5]=[C:4]([N+:1]([O-:3])=[O:2])[C:9]=3[N:10]=2)[CH2:15][CH2:16]1)[CH3:21].